Dataset: Forward reaction prediction with 1.9M reactions from USPTO patents (1976-2016). Task: Predict the product of the given reaction. (1) Given the reactants C(Cl)(=O)C(Cl)=O.CS(C)=O.[Cl:11][C:12]1[CH:13]=[C:14]([C@H:19]2[C@H:25]([CH2:26][OH:27])[O:24][CH2:23][CH2:22][N:21]([C:28]([O:30][C:31]([CH3:34])([CH3:33])[CH3:32])=[O:29])[CH2:20]2)[CH:15]=[CH:16][C:17]=1[Cl:18].O, predict the reaction product. The product is: [Cl:11][C:12]1[CH:13]=[C:14]([C@H:19]2[C@H:25]([CH:26]=[O:27])[O:24][CH2:23][CH2:22][N:21]([C:28]([O:30][C:31]([CH3:34])([CH3:33])[CH3:32])=[O:29])[CH2:20]2)[CH:15]=[CH:16][C:17]=1[Cl:18]. (2) Given the reactants [Br:1][C:2]1[N:7]=[C:6]([NH2:8])[CH:5]=[CH:4][CH:3]=1.[H-].[Na+].CS(O[CH2:16][CH:17]1[CH2:22][O:21][C:20]([CH3:24])([CH3:23])[CH2:19][O:18]1)(=O)=O.NC1C=CC=CN=1, predict the reaction product. The product is: [Br:1][C:2]1[N:7]=[C:6]([NH:8][CH2:16][CH:17]2[CH2:22][O:21][C:20]([CH3:24])([CH3:23])[CH2:19][O:18]2)[CH:5]=[CH:4][CH:3]=1. (3) Given the reactants [CH3:1][O:2][CH2:3][C:4](Cl)=[O:5].[NH2:7][C:8]1[CH:13]=[C:12]([O:14][C:15]2[C:24]3[C:19](=[CH:20][CH:21]=[CH:22][CH:23]=3)[C:18]([NH:25][C:26]([NH:28][C:29]3[N:33]([C:34]4[CH:39]=[CH:38][C:37]([CH3:40])=[CH:36][CH:35]=4)[N:32]=[C:31]([C:41]([CH3:44])([CH3:43])[CH3:42])[CH:30]=3)=[O:27])=[CH:17][CH:16]=2)[CH:11]=[CH:10][N:9]=1.CCN(C(C)C)C(C)C, predict the reaction product. The product is: [C:41]([C:31]1[CH:30]=[C:29]([NH:28][C:26](=[O:27])[NH:25][C:18]2[C:19]3[C:24](=[CH:23][CH:22]=[CH:21][CH:20]=3)[C:15]([O:14][C:12]3[CH:11]=[CH:10][N:9]=[C:8]([NH:7][C:4](=[O:5])[CH2:3][O:2][CH3:1])[CH:13]=3)=[CH:16][CH:17]=2)[N:33]([C:34]2[CH:39]=[CH:38][C:37]([CH3:40])=[CH:36][CH:35]=2)[N:32]=1)([CH3:44])([CH3:43])[CH3:42].